Predict the reactants needed to synthesize the given product. From a dataset of Full USPTO retrosynthesis dataset with 1.9M reactions from patents (1976-2016). Given the product [Br:35][CH:12]1[C:11](=[O:26])[CH:10]=[C:9]([C:6]2[CH:7]=[CH:8][C:3]([O:2][CH3:1])=[C:4]([NH:27][C:28](=[O:34])[O:29][C:30]([CH3:31])([CH3:33])[CH3:32])[CH:5]=2)[C:15]2[CH:16]=[C:17]([O:24][CH3:25])[C:18]([O:22][CH3:23])=[C:19]([O:20][CH3:21])[C:14]=2[O:13]1, predict the reactants needed to synthesize it. The reactants are: [CH3:1][O:2][C:3]1[CH:8]=[CH:7][C:6]([C:9]2[C:15]3[CH:16]=[C:17]([O:24][CH3:25])[C:18]([O:22][CH3:23])=[C:19]([O:20][CH3:21])[C:14]=3[O:13][CH2:12][C:11](=[O:26])[CH:10]=2)=[CH:5][C:4]=1[NH:27][C:28](=[O:34])[O:29][C:30]([CH3:33])([CH3:32])[CH3:31].[Br-:35].[Br-].[Br-].C1([N+](C)(C)C)C=CC=CC=1.C1([N+](C)(C)C)C=CC=CC=1.C1([N+](C)(C)C)C=CC=CC=1.